The task is: Predict the reactants needed to synthesize the given product.. This data is from Full USPTO retrosynthesis dataset with 1.9M reactions from patents (1976-2016). (1) Given the product [CH2:10]([N:17]1[CH2:22][CH2:21][C:20](=[N:9][C@H:7]([C:1]2[CH:6]=[CH:5][CH:4]=[CH:3][CH:2]=2)[CH3:8])[CH2:19][CH2:18]1)[C:11]1[CH:16]=[CH:15][CH:14]=[CH:13][CH:12]=1, predict the reactants needed to synthesize it. The reactants are: [C:1]1([C@@H:7]([NH2:9])[CH3:8])[CH:6]=[CH:5][CH:4]=[CH:3][CH:2]=1.[CH2:10]([N:17]1[CH2:22][CH2:21][C:20](=O)[CH2:19][CH2:18]1)[C:11]1[CH:16]=[CH:15][CH:14]=[CH:13][CH:12]=1. (2) The reactants are: [CH3:1][NH2:2].[F:3][C:4]1[CH:11]=[CH:10][CH:9]=[CH:8][C:5]=1[CH2:6]Br. Given the product [F:3][C:4]1[CH:11]=[CH:10][CH:9]=[CH:8][C:5]=1[CH2:6][CH2:1][NH2:2], predict the reactants needed to synthesize it. (3) Given the product [C:17]([O:20][C:21]([NH:2][CH:3]([C:4]([O:6][CH2:7][CH3:8])=[O:5])[C:9]([O:11][CH2:12][CH3:13])=[O:10])=[O:22])([CH3:19])([CH3:18])[CH3:16], predict the reactants needed to synthesize it. The reactants are: Cl.[NH2:2][CH:3]([C:9]([O:11][CH2:12][CH3:13])=[O:10])[C:4]([O:6][CH2:7][CH3:8])=[O:5].[OH-].[Na+].[CH3:16][C:17]([O:20][C:21](O[C:21]([O:20][C:17]([CH3:19])([CH3:18])[CH3:16])=[O:22])=[O:22])([CH3:19])[CH3:18]. (4) Given the product [C:1]([O:5][C:6](=[O:16])[NH:7][C:8]([C:11]1[N:14]=[C:18]([NH2:17])[O:13][N:12]=1)([CH3:10])[CH3:9])([CH3:4])([CH3:3])[CH3:2], predict the reactants needed to synthesize it. The reactants are: [C:1]([O:5][C:6](=[O:16])[NH:7][C:8](/[C:11](=[N:14]/[H])/[NH:12][OH:13])([CH3:10])[CH3:9])([CH3:4])([CH3:3])[CH3:2].[N:17]1(C#N)CCCC[CH2:18]1. (5) Given the product [CH2:35]([N:32]([CH2:33][CH3:34])[CH2:31][CH2:30][CH2:29][CH:27]([NH:26][C:21]1[N:20]=[CH:19][C:18]2[C:23](=[CH:24][CH:25]=[C:16]([C:12]3[CH:11]=[CH:10][C:9](=[O:8])[NH:14][C:13]=3[CH3:15])[CH:17]=2)[N:22]=1)[CH3:28])[CH3:36], predict the reactants needed to synthesize it. The reactants are: C([O:8][C:9]1[N:14]=[C:13]([CH3:15])[C:12]([C:16]2[CH:17]=[C:18]3[C:23](=[CH:24][CH:25]=2)[N:22]=[C:21]([NH:26][CH:27]([CH2:29][CH2:30][CH2:31][N:32]([CH2:35][CH3:36])[CH2:33][CH3:34])[CH3:28])[N:20]=[CH:19]3)=[CH:11][CH:10]=1)C1C=CC=CC=1.